Task: Regression. Given two drug SMILES strings and cell line genomic features, predict the synergy score measuring deviation from expected non-interaction effect.. Dataset: Merck oncology drug combination screen with 23,052 pairs across 39 cell lines (1) Drug 1: O=c1[nH]cc(F)c(=O)[nH]1. Drug 2: Cn1cc(-c2cnn3c(N)c(Br)c(C4CCCNC4)nc23)cn1. Cell line: NCIH23. Synergy scores: synergy=2.96. (2) Drug 1: C=CCn1c(=O)c2cnc(Nc3ccc(N4CCN(C)CC4)cc3)nc2n1-c1cccc(C(C)(C)O)n1. Drug 2: CCc1c2c(nc3ccc(O)cc13)-c1cc3c(c(=O)n1C2)COC(=O)C3(O)CC. Cell line: MDAMB436. Synergy scores: synergy=4.23. (3) Drug 1: CN(C)C(=N)N=C(N)N. Drug 2: Cn1nnc2c(C(N)=O)ncn2c1=O. Cell line: ES2. Synergy scores: synergy=-2.18.